Dataset: NCI-60 drug combinations with 297,098 pairs across 59 cell lines. Task: Regression. Given two drug SMILES strings and cell line genomic features, predict the synergy score measuring deviation from expected non-interaction effect. (1) Cell line: SNB-19. Drug 1: C1CC(=O)NC(=O)C1N2C(=O)C3=CC=CC=C3C2=O. Synergy scores: CSS=26.3, Synergy_ZIP=-0.121, Synergy_Bliss=0.762, Synergy_Loewe=-19.8, Synergy_HSA=-1.97. Drug 2: N.N.Cl[Pt+2]Cl. (2) Drug 1: CN1CCC(CC1)COC2=C(C=C3C(=C2)N=CN=C3NC4=C(C=C(C=C4)Br)F)OC. Drug 2: C1=C(C(=O)NC(=O)N1)N(CCCl)CCCl. Cell line: M14. Synergy scores: CSS=21.1, Synergy_ZIP=3.96, Synergy_Bliss=2.41, Synergy_Loewe=-0.425, Synergy_HSA=-0.127. (3) Synergy scores: CSS=-2.09, Synergy_ZIP=2.55, Synergy_Bliss=-1.28, Synergy_Loewe=-3.46, Synergy_HSA=-5.07. Cell line: CAKI-1. Drug 1: CN(C(=O)NC(C=O)C(C(C(CO)O)O)O)N=O. Drug 2: COC1=C2C(=CC3=C1OC=C3)C=CC(=O)O2. (4) Drug 1: COC1=CC(=CC(=C1O)OC)C2C3C(COC3=O)C(C4=CC5=C(C=C24)OCO5)OC6C(C(C7C(O6)COC(O7)C8=CC=CS8)O)O. Drug 2: C1=NC2=C(N=C(N=C2N1C3C(C(C(O3)CO)O)O)F)N. Cell line: HOP-92. Synergy scores: CSS=38.2, Synergy_ZIP=-2.06, Synergy_Bliss=-1.26, Synergy_Loewe=-26.3, Synergy_HSA=0.0725. (5) Drug 1: C1CCC(CC1)NC(=O)N(CCCl)N=O. Drug 2: CCC1(CC2CC(C3=C(CCN(C2)C1)C4=CC=CC=C4N3)(C5=C(C=C6C(=C5)C78CCN9C7C(C=CC9)(C(C(C8N6C)(C(=O)OC)O)OC(=O)C)CC)OC)C(=O)OC)O.OS(=O)(=O)O. Cell line: NCI/ADR-RES. Synergy scores: CSS=11.7, Synergy_ZIP=-4.92, Synergy_Bliss=-0.934, Synergy_Loewe=0.662, Synergy_HSA=-1.33.